Dataset: Catalyst prediction with 721,799 reactions and 888 catalyst types from USPTO. Task: Predict which catalyst facilitates the given reaction. Reactant: [F:1][C:2]([F:21])([F:20])[C:3]1[CH:8]=[CH:7][C:6]([C:9]([C:11]2[CH:19]=[CH:18][C:14]([C:15](O)=[O:16])=[CH:13][CH:12]=2)=[O:10])=[CH:5][CH:4]=1.S(Cl)([Cl:24])=O. Product: [F:1][C:2]([F:21])([F:20])[C:3]1[CH:8]=[CH:7][C:6]([C:9]([C:11]2[CH:19]=[CH:18][C:14]([C:15]([Cl:24])=[O:16])=[CH:13][CH:12]=2)=[O:10])=[CH:5][CH:4]=1. The catalyst class is: 12.